This data is from hERG Central: cardiac toxicity at 1µM, 10µM, and general inhibition. The task is: Predict hERG channel inhibition at various concentrations. (1) The drug is COc1ccc(OC)c(S(=O)(=O)N2CCC(C(=O)N3CCN(c4ccc(F)cc4)CC3)CC2)c1. Results: hERG_inhib (hERG inhibition (general)): blocker. (2) The compound is CC1CCN(CCc2nc3cc(NS(=O)(=O)c4ccc(F)cc4)ccc3n2C)CC1. Results: hERG_inhib (hERG inhibition (general)): blocker.